Dataset: Full USPTO retrosynthesis dataset with 1.9M reactions from patents (1976-2016). Task: Predict the reactants needed to synthesize the given product. (1) The reactants are: [CH3:1][O:2][C:3]1[C:4]2[N:5]([N:15]=[CH:16][C:17]=2[C:18]#[C:19][C:20]2[CH:25]=[CH:24][N:23]=[C:22]([NH2:26])[CH:21]=2)[CH:6]=[C:7]([C:9]2[CH:10]=[N:11][N:12]([CH3:14])[CH:13]=2)[CH:8]=1. Given the product [CH3:1][O:2][C:3]1[C:4]2[N:5]([N:15]=[CH:16][C:17]=2[CH2:18][CH2:19][C:20]2[CH:25]=[CH:24][N:23]=[C:22]([NH2:26])[CH:21]=2)[CH:6]=[C:7]([C:9]2[CH:10]=[N:11][N:12]([CH3:14])[CH:13]=2)[CH:8]=1, predict the reactants needed to synthesize it. (2) Given the product [CH2:1]([O:3][C:4](=[O:18])[CH:5]([O:15][CH2:16][CH3:17])[CH2:6][C:7]1[CH:12]=[CH:11][C:10]([O:13][CH2:20][C:21]2[N:22]=[C:23]([C:26]3[CH:27]=[CH:28][C:29]([C:32]([F:35])([F:33])[F:34])=[CH:30][CH:31]=3)[S:24][CH:25]=2)=[C:9]([F:14])[CH:8]=1)[CH3:2], predict the reactants needed to synthesize it. The reactants are: [CH2:1]([O:3][C:4](=[O:18])[CH:5]([O:15][CH2:16][CH3:17])[CH2:6][C:7]1[CH:12]=[CH:11][C:10]([OH:13])=[C:9]([F:14])[CH:8]=1)[CH3:2].Cl[CH2:20][C:21]1[N:22]=[C:23]([C:26]2[CH:31]=[CH:30][C:29]([C:32]([F:35])([F:34])[F:33])=[CH:28][CH:27]=2)[S:24][CH:25]=1.FC(F)(F)C1C=CC(C(N)=S)=CC=1.ClCC(CCl)=O.C(=O)([O-])[O-].[Cs+].[Cs+]. (3) Given the product [OH:1][C:2]1[CH:30]=[CH:29][C:5]([C:6]([NH:8][C:9]2[C:10](=[O:28])[O:11][C:12]3[C:17]([CH:18]=2)=[CH:16][CH:15]=[C:14]([O:19][C@H:20]2[CH2:25][C@H:24]([OH:26])[CH2:23][CH2:22][O:21]2)[C:13]=3[CH3:27])=[O:7])=[CH:4][C:3]=1[CH2:31][CH:32]=[C:33]([CH3:35])[CH3:34], predict the reactants needed to synthesize it. The reactants are: [OH:1][C:2]1[CH:30]=[CH:29][C:5]([C:6]([NH:8][C:9]2[C:10](=[O:28])[O:11][C:12]3[C:17]([CH:18]=2)=[CH:16][CH:15]=[C:14]([O:19][C@@H:20]2[CH2:25][C@H:24]([OH:26])[CH2:23][CH2:22][O:21]2)[C:13]=3[CH3:27])=[O:7])=[CH:4][C:3]=1[CH2:31][CH:32]=[C:33]([CH3:35])[CH3:34].[K+].[Br-]. (4) Given the product [F:20][C:17]1[CH:18]=[CH:19][C:14]([C:13]2[C:9]3[CH:8]=[CH:7][C:6]([O:5][CH2:4][CH2:3][CH2:2][N:23]([CH3:24])[CH3:22])=[CH:21][C:10]=3[S:11][CH:12]=2)=[CH:15][CH:16]=1, predict the reactants needed to synthesize it. The reactants are: Br[CH2:2][CH2:3][CH2:4][O:5][C:6]1[CH:7]=[CH:8][C:9]2[C:13]([C:14]3[CH:19]=[CH:18][C:17]([F:20])=[CH:16][CH:15]=3)=[CH:12][S:11][C:10]=2[CH:21]=1.[CH3:22][NH:23][CH3:24]. (5) Given the product [CH3:44][C:40]1([CH3:45])[C:41](=[O:43])[CH2:42][CH:38]([C:35]2[CH:36]=[CH:37][C:32]([C:47]#[N:48])=[CH:33][C:34]=2[F:46])[CH2:39]1, predict the reactants needed to synthesize it. The reactants are: C(P(C(C)(C)C)C1C=CC=CC=1C1C(C(C)C)=CC(C(C)C)=CC=1C(C)C)(C)(C)C.Cl[C:32]1[CH:37]=[CH:36][C:35]([CH:38]2[CH2:42][C:41](=[O:43])[C:40]([CH3:45])([CH3:44])[CH2:39]2)=[C:34]([F:46])[CH:33]=1.[CH3:47][N:48]1CCCC1=O. (6) Given the product [F:30][C:27]1[CH:28]=[CH:29][C:24]([CH2:23][N:20]2[C:21]3[CH:22]=[C:14]4[NH:13][C:12]([NH:11][C:5](=[O:6])[C:4]5[CH:8]=[CH:9][CH:10]=[C:2]([CH3:1])[CH:3]=5)=[N:36][C:15]4=[CH:16][C:17]=3[C:18]([CH3:35])([CH3:34])[C:19]2=[O:33])=[C:25]([O:31][CH3:32])[CH:26]=1, predict the reactants needed to synthesize it. The reactants are: [CH3:1][C:2]1[CH:3]=[C:4]([CH:8]=[CH:9][CH:10]=1)[C:5](Cl)=[O:6].[NH2:11][C:12]1[NH:13][C:14]2[C:15]([N:36]=1)=[CH:16][C:17]1[C:18]([CH3:35])([CH3:34])[C:19](=[O:33])[N:20]([CH2:23][C:24]3[CH:29]=[CH:28][C:27]([F:30])=[CH:26][C:25]=3[O:31][CH3:32])[C:21]=1[CH:22]=2.CCN(C(C)C)C(C)C.N1CCCCC1.